This data is from Reaction yield outcomes from USPTO patents with 853,638 reactions. The task is: Predict the reaction yield, written as a fraction of the theoretical maximum amount of product (1.0 means a 100% yield; for example, 0.34 means a 34% yield). The reactants are [C:1]([C:4]1[CH:5]=[CH:6][C:7]2[N:8]([C:10]([C:13]([OH:15])=O)=[CH:11][N:12]=2)[CH:9]=1)(=[S:3])[NH2:2].[CH3:16][C:17]1[CH:23]=[CH:22][C:21]([C:24]2[N:28]=[C:27]([CH3:29])[O:26][N:25]=2)=[CH:20][C:18]=1[NH2:19].CCCP1(OP(CCC)(=O)OP(CCC)(=O)O1)=O. The catalyst is C(OCC)(=O)C.C(=O)(O)[O-].[Na+]. The product is [C:1]([C:4]1[CH:5]=[CH:6][C:7]2[N:8]([C:10]([C:13]([NH:19][C:18]3[CH:20]=[C:21]([C:24]4[N:28]=[C:27]([CH3:29])[O:26][N:25]=4)[CH:22]=[CH:23][C:17]=3[CH3:16])=[O:15])=[CH:11][N:12]=2)[CH:9]=1)(=[S:3])[NH2:2]. The yield is 0.430.